This data is from Catalyst prediction with 721,799 reactions and 888 catalyst types from USPTO. The task is: Predict which catalyst facilitates the given reaction. (1) Reactant: [Br:1]Br.C1(P(C2C=CC=CC=2)C2C=CC=CC=2)C=CC=CC=1.[CH:22]([C:24]1[CH:31]=[CH:30][C:27]([CH2:28]O)=[CH:26][CH:25]=1)=[CH2:23]. Product: [CH:22]([C:24]1[CH:31]=[CH:30][C:27]([CH2:28][Br:1])=[CH:26][CH:25]=1)=[CH2:23]. The catalyst class is: 2. (2) Reactant: [C:1]([CH2:3][C:4]([O:6][CH3:7])=[O:5])#[N:2].[CH3:8][C:9]1([CH3:16])[O:13][CH:12](CO)[CH2:11][O:10]1. Product: [C:1]([CH2:3][C:4]([O:6][CH2:7][CH:11]1[CH2:12][O:13][C:9]([CH3:16])([CH3:8])[O:10]1)=[O:5])#[N:2]. The catalyst class is: 142. (3) Reactant: [NH2:1][C:2]1[C:7]([NH2:8])=[CH:6][C:5]([Br:9])=[CH:4][N:3]=1.Cl[CH2:11][CH:12]=O.O. Product: [Br:9][C:5]1[CH:6]=[C:7]([NH2:8])[C:2]2[N:3]([CH:11]=[CH:12][N:1]=2)[CH:4]=1. The catalyst class is: 41. (4) Reactant: N1C=CC=CC=1.[NH2:7][C:8]1[CH:13]=[CH:12][C:11]([N:14]2[C:19](=[O:20])[C:18]3[S:21][C:22]([C:24]4[CH:29]=[CH:28][C:27]([Cl:30])=[CH:26][CH:25]=4)=[CH:23][C:17]=3[N:16]=[CH:15]2)=[CH:10][C:9]=1[O:31][CH3:32].[C:33]1([CH3:43])[CH:38]=[CH:37][C:36]([S:39](Cl)(=[O:41])=[O:40])=[CH:35][CH:34]=1. Product: [Cl:30][C:27]1[CH:28]=[CH:29][C:24]([C:22]2[S:21][C:18]3[C:19](=[O:20])[N:14]([C:11]4[CH:12]=[CH:13][C:8]([NH:7][S:39]([C:36]5[CH:37]=[CH:38][C:33]([CH3:43])=[CH:34][CH:35]=5)(=[O:41])=[O:40])=[C:9]([O:31][CH3:32])[CH:10]=4)[CH:15]=[N:16][C:17]=3[CH:23]=2)=[CH:25][CH:26]=1. The catalyst class is: 6. (5) Reactant: [CH2:1]([C:3]1[CH:8]=[C:7]([F:9])[CH:6]=[CH:5][C:4]=1[NH:10][C:11]1[N:16]=[CH:15][C:14]2[N:17]=[CH:18][N:19]([CH3:20])[C:13]=2[CH:12]=1)[CH3:2].[H-].[Na+].I[CH3:24]. Product: [CH2:1]([C:3]1[CH:8]=[C:7]([F:9])[CH:6]=[CH:5][C:4]=1[N:10]([CH3:24])[C:11]1[N:16]=[CH:15][C:14]2[N:17]=[CH:18][N:19]([CH3:20])[C:13]=2[CH:12]=1)[CH3:2]. The catalyst class is: 3. (6) Reactant: C([Si](C)(C)C)#C.[C:7]1([N:13]=[C:14]([S:21][CH:22]([CH3:24])[CH3:23])[CH2:15][CH2:16][Si:17]([CH3:20])([CH3:19])[CH3:18])[CH:12]=[CH:11][CH:10]=[CH:9][CH:8]=1.C([Li])CCC.CCCCCC.C1(N=C=S)C=CC=CC=1.IC(C)C. Product: [C:7]1([N:13]=[C:14]([S:21][CH:22]([CH3:24])[CH3:23])[CH2:15][CH2:16][Si:17]([CH3:19])([CH3:18])[CH3:20])[CH:12]=[CH:11][CH:10]=[CH:9][CH:8]=1. The catalyst class is: 1.